This data is from Peptide-MHC class II binding affinity with 134,281 pairs from IEDB. The task is: Regression. Given a peptide amino acid sequence and an MHC pseudo amino acid sequence, predict their binding affinity value. This is MHC class II binding data. (1) The peptide sequence is VPFNVAQAYCIGKLK. The MHC is DRB1_1101 with pseudo-sequence DRB1_1101. The binding affinity (normalized) is 0.609. (2) The peptide sequence is SLQYLALVALVAPKK. The MHC is DRB3_0202 with pseudo-sequence DRB3_0202. The binding affinity (normalized) is 0.444. (3) The binding affinity (normalized) is 0.528. The peptide sequence is EKKYFAATGFEPLAA. The MHC is HLA-DQA10401-DQB10402 with pseudo-sequence HLA-DQA10401-DQB10402. (4) The peptide sequence is WAAEADVGAMDVLGI. The MHC is H-2-IAd with pseudo-sequence H-2-IAd. The binding affinity (normalized) is 0.270.